This data is from Catalyst prediction with 721,799 reactions and 888 catalyst types from USPTO. The task is: Predict which catalyst facilitates the given reaction. (1) Reactant: C([NH:5][S:6]([C:9]1[S:10][C:11]([C:14]2[CH:19]=[CH:18][CH:17]=[C:16]([C:20]3[N:25]=[C:24]([C:26]([F:29])([F:28])[F:27])[CH:23]=[C:22]([C:30]4[CH:35]=[CH:34][C:33]([F:36])=[CH:32][CH:31]=4)[N:21]=3)[CH:15]=2)=[CH:12][CH:13]=1)(=[O:8])=[O:7])(C)(C)C.C(O)(C(F)(F)F)=O. Product: [F:36][C:33]1[CH:32]=[CH:31][C:30]([C:22]2[CH:23]=[C:24]([C:26]([F:28])([F:29])[F:27])[N:25]=[C:20]([C:16]3[CH:15]=[C:14]([C:11]4[S:10][C:9]([S:6]([NH2:5])(=[O:8])=[O:7])=[CH:13][CH:12]=4)[CH:19]=[CH:18][CH:17]=3)[N:21]=2)=[CH:35][CH:34]=1. The catalyst class is: 4. (2) Reactant: N1C=CC=CC=1.[NH2:7][C@@H:8]([C:13]([OH:15])=[O:14])[CH2:9][CH:10]([CH3:12])[CH3:11].C[Si](Cl)(C)C.[C:21](Cl)(=[O:33])[CH2:22][CH2:23][CH2:24][CH2:25][CH2:26][CH2:27][CH2:28][CH2:29][CH2:30][CH2:31][CH3:32]. Product: [C:21]([NH:7][C@@H:8]([C:13]([OH:15])=[O:14])[CH2:9][CH:10]([CH3:12])[CH3:11])(=[O:33])[CH2:22][CH2:23][CH2:24][CH2:25][CH2:26][CH2:27][CH2:28][CH2:29][CH2:30][CH2:31][CH3:32]. The catalyst class is: 4. (3) Reactant: [NH2:1][C:2]1[CH:3]=[CH:4][C:5]([Cl:11])=[C:6]([CH:10]=1)[C:7]([OH:9])=[O:8].[CH3:12][C:13]1[CH:14]=[C:15]([CH:19]=[CH:20][CH:21]=1)[C:16](Cl)=[O:17]. Product: [CH3:12][C:13]1[CH:14]=[C:15]([CH:19]=[CH:20][CH:21]=1)[C:16]([NH:1][C:2]1[CH:3]=[CH:4][C:5]([Cl:11])=[C:6]([CH:10]=1)[C:7]([OH:9])=[O:8])=[O:17]. The catalyst class is: 1. (4) Reactant: [CH:1]1([N:7]([CH2:33][CH:34]2[CH2:36][CH2:35]2)[C:8]2[N:13]=[CH:12][N:11]=[C:10]([C:14]([NH:16][C:17]3[CH:32]=[CH:31][C:20]([CH2:21][NH:22][CH2:23][C:24]([O:26]C(C)(C)C)=[O:25])=[CH:19][CH:18]=3)=[O:15])[CH:9]=2)[CH2:6][CH2:5][CH2:4][CH2:3][CH2:2]1.[F:37][C:38]([F:43])([F:42])[C:39]([OH:41])=[O:40]. Product: [F:37][C:38]([F:43])([F:42])[C:39]([OH:41])=[O:40].[CH:1]1([N:7]([CH2:33][CH:34]2[CH2:35][CH2:36]2)[C:8]2[N:13]=[CH:12][N:11]=[C:10]([C:14]([NH:16][C:17]3[CH:18]=[CH:19][C:20]([CH2:21][NH:22][CH2:23][C:24]([OH:26])=[O:25])=[CH:31][CH:32]=3)=[O:15])[CH:9]=2)[CH2:2][CH2:3][CH2:4][CH2:5][CH2:6]1. The catalyst class is: 2. (5) Reactant: [O:1]=[C:2]1[CH2:6][O:5][C:4]([NH:7][C:8]2[CH:13]=[CH:12][CH:11]=[CH:10][CH:9]=2)=[C:3]1[C:14]([O:16][CH3:17])=[O:15].ClCC(=O)CC(OC)=O.C1(N=C=O)C=CC=CC=1.[NH:36]1[C:44]2[C:39](=[CH:40][CH:41]=[CH:42][N:43]=2)[C:38]([CH:45]=O)=[CH:37]1.N1CCCCC1. Product: [NH:36]1[C:44]2=[N:43][CH:42]=[CH:41][CH:40]=[C:39]2[C:38]([CH:45]=[C:6]2[O:5][C:4]([NH:7][C:8]3[CH:13]=[CH:12][CH:11]=[CH:10][CH:9]=3)=[C:3]([C:14]([O:16][CH3:17])=[O:15])[C:2]2=[O:1])=[CH:37]1. The catalyst class is: 41. (6) Reactant: [NH2:1][C:2]1[N:20]=[C:5]2[C:6]([C:11]3[CH:18]=[CH:17][C:16]([Cl:19])=[CH:15][C:12]=3[CH:13]=[O:14])=[CH:7][C:8]([CH3:10])=[CH:9][N:4]2[N:3]=1.Br[C:22]1[CH:27]=[CH:26][C:25]([N:28]2[CH:32]=[C:31]([CH3:33])[N:30]=[CH:29]2)=[C:24]([O:34][CH3:35])[CH:23]=1.C(Cl)Cl. The catalyst class is: 61. Product: [Cl:19][C:16]1[CH:17]=[CH:18][C:11]([C:6]2[C:5]3[N:4]([N:3]=[C:2]([NH:1][C:22]4[CH:27]=[CH:26][C:25]([N:28]5[CH:32]=[C:31]([CH3:33])[N:30]=[CH:29]5)=[C:24]([O:34][CH3:35])[CH:23]=4)[N:20]=3)[CH:9]=[C:8]([CH3:10])[CH:7]=2)=[C:12]([CH:15]=1)[CH:13]=[O:14]. (7) Reactant: CS(Cl)(=O)=O.[CH2:6]([NH:13][C:14]([CH3:18])([CH3:17])[CH2:15]O)[C:7]1[CH:12]=[CH:11][CH:10]=[CH:9][CH:8]=1.C(N(CC)CC)C.O. Product: [CH2:6]([N:13]1[CH2:15][C:14]1([CH3:18])[CH3:17])[C:7]1[CH:12]=[CH:11][CH:10]=[CH:9][CH:8]=1. The catalyst class is: 1. (8) Reactant: [CH3:1][N:2]([CH3:21])[C:3]1[CH:8]=[CH:7][C:6]([C:9]([C:12]2[CH:17]=[CH:16][C:15]([N:18]([CH3:20])[CH3:19])=[CH:14][CH:13]=2)=[CH:10][CH3:11])=[CH:5][CH:4]=1.ClCCCl.[Br:26]Br.N1C=CC=CC=1. Product: [CH3:20][N:18]([CH3:19])[C:15]1[CH:14]=[CH:13][C:12]([C:9]([C:6]2[CH:5]=[CH:4][C:3]([N:2]([CH3:1])[CH3:21])=[CH:8][CH:7]=2)=[C:10]([Br:26])[CH3:11])=[CH:17][CH:16]=1. The catalyst class is: 11.